Dataset: Forward reaction prediction with 1.9M reactions from USPTO patents (1976-2016). Task: Predict the product of the given reaction. (1) Given the reactants [F:1][C:2]([C:5]1[N:6]=[C:7]([CH2:10][N:11]2[N:15]=[C:14]([NH2:16])[CH:13]=[N:12]2)[O:8][CH:9]=1)([F:4])[CH3:3].[CH3:17][C:18]1[O:19][C:20]([C:26]2[CH:27]=[C:28]([CH3:32])[CH:29]=[CH:30][CH:31]=2)=[C:21]([C:23](O)=[O:24])[N:22]=1, predict the reaction product. The product is: [F:1][C:2]([C:5]1[N:6]=[C:7]([CH2:10][N:11]2[N:15]=[C:14]([NH:16][C:23]([C:21]3[N:22]=[C:18]([CH3:17])[O:19][C:20]=3[C:26]3[CH:27]=[C:28]([CH3:32])[CH:29]=[CH:30][CH:31]=3)=[O:24])[CH:13]=[N:12]2)[O:8][CH:9]=1)([F:4])[CH3:3]. (2) Given the reactants [F:1][C:2]1[CH:7]=[CH:6][C:5]([F:8])=[CH:4][C:3]=1[CH:9]1[CH2:13][CH2:12][CH2:11][NH:10]1.[Br:14][C:15]1[N:19]2[N:20]=[C:21](Cl)[CH:22]=[CH:23][C:18]2=[N:17][CH:16]=1.[F-].[K+].O, predict the reaction product. The product is: [Br:14][C:15]1[N:19]2[N:20]=[C:21]([N:10]3[CH2:11][CH2:12][CH2:13][CH:9]3[C:3]3[CH:4]=[C:5]([F:8])[CH:6]=[CH:7][C:2]=3[F:1])[CH:22]=[CH:23][C:18]2=[N:17][CH:16]=1. (3) Given the reactants [NH2:1][C:2]1[N:7]=[CH:6][CH:5]=[CH:4][N:3]=1.[C:8]([N+:12]#[C-:13])([CH3:11])([CH3:10])[CH3:9].[CH:14](=O)[C:15]1[CH:20]=[CH:19][CH:18]=[CH:17][CH:16]=1.[C:22]([Cl:25])(=[O:24])[CH3:23], predict the reaction product. The product is: [Cl-:25].[C:22]([N+:1]1[C:14]([C:15]2[CH:20]=[CH:19][CH:18]=[CH:17][CH:16]=2)=[C:13]([NH:12][C:8]([CH3:11])([CH3:10])[CH3:9])[N:3]2[CH:4]=[CH:5][CH:6]=[N:7][C:2]=12)(=[O:24])[CH3:23]. (4) Given the reactants C([O-])([O-])=O.[K+].[K+].[Cl:7][C:8]1[CH:13]=[CH:12][C:11]([CH2:14][SH:15])=[CH:10][CH:9]=1.I[C:17]1[CH:22]=[N:21][NH:20][C:19](=[O:23])[CH:18]=1, predict the reaction product. The product is: [Cl:7][C:8]1[CH:13]=[CH:12][C:11]([CH2:14][S:15][C:17]2[CH:22]=[N:21][NH:20][C:19](=[O:23])[CH:18]=2)=[CH:10][CH:9]=1. (5) Given the reactants [C:1]([NH:11][C@H:12]([C:17]([OH:19])=O)[C@H:13]([CH2:15][CH3:16])[CH3:14])([O:3][CH2:4][C:5]1[CH:10]=[CH:9][CH:8]=[CH:7][CH:6]=1)=[O:2].CC[N:22]=[C:23]=[N:24][CH2:25][CH2:26][CH2:27]N(C)C.[N:31]#CN.C(O)(C(F)(F)F)=O.BrC#N, predict the reaction product. The product is: [C:23]([N:24]1[CH2:25][CH:26]([NH:31][C:17]([C@@H:12]([NH:11][C:1](=[O:2])[O:3][CH2:4][C:5]2[CH:6]=[CH:7][CH:8]=[CH:9][CH:10]=2)[C@@H:13]([CH3:14])[CH2:15][CH3:16])=[O:19])[CH2:27]1)#[N:22]. (6) Given the reactants CS(C)=O.[H-].[Na+].[I-].[CH3:8][S+](C)C.[CH3:12][C:13]1[N:18]=[CH:17][C:16]([C:19](=[O:21])[CH3:20])=[CH:15][N:14]=1, predict the reaction product. The product is: [CH3:12][C:13]1[N:18]=[CH:17][C:16]([C:19]2([CH3:8])[CH2:20][O:21]2)=[CH:15][N:14]=1. (7) Given the reactants [Cl:1][C:2]1[CH:7]=[CH:6][C:5]([C:8]2[C:14]3[CH:15]=[C:16]([O:19][CH3:20])[CH:17]=[CH:18][C:13]=3[N:12]3[C:21]([CH3:24])=[N:22][N:23]=[C:11]3[C@H:10]([CH2:25][C:26]([OH:28])=O)[N:9]=2)=[CH:4][CH:3]=1.CN(C(ON1N=NC2C=CC=NC1=2)=[N+](C)C)C.F[P-](F)(F)(F)(F)F.CCN(C(C)C)C(C)C.[NH2:62][CH2:63][CH2:64][O:65][C:66]1[CH:71]=[CH:70][C:69]([Si:72]([CH3:75])([CH3:74])[OH:73])=[CH:68][CH:67]=1, predict the reaction product. The product is: [Cl:1][C:2]1[CH:7]=[CH:6][C:5]([C:8]2[C:14]3[CH:15]=[C:16]([O:19][CH3:20])[CH:17]=[CH:18][C:13]=3[N:12]3[C:21]([CH3:24])=[N:22][N:23]=[C:11]3[C@H:10]([CH2:25][C:26]([NH:62][CH2:63][CH2:64][O:65][C:66]3[CH:71]=[CH:70][C:69]([Si:72]([OH:73])([CH3:75])[CH3:74])=[CH:68][CH:67]=3)=[O:28])[N:9]=2)=[CH:4][CH:3]=1.